From a dataset of Reaction yield outcomes from USPTO patents with 853,638 reactions. Predict the reaction yield, written as a fraction of the theoretical maximum amount of product (1.0 means a 100% yield; for example, 0.34 means a 34% yield). (1) The reactants are [C:1]([Si:3]([CH3:6])([CH3:5])[CH3:4])#[CH:2].[Li]CCCC.[S:12]1[CH:16]=[CH:15][CH:14]=[C:13]1[CH:17]=[O:18]. The catalyst is C1COCC1. The product is [S:12]1[CH:16]=[CH:15][CH:14]=[C:13]1[CH:17]([OH:18])[C:2]#[C:1][Si:3]([CH3:6])([CH3:5])[CH3:4]. The yield is 0.990. (2) The reactants are [N:1]1([C:7]2[CH:13]=[CH:12][C:10]([NH2:11])=[CH:9][CH:8]=2)[CH2:6][CH2:5][O:4][CH2:3][CH2:2]1.P(=O)(O)(O)O.[N+]([O-])(O)=O.[N:23]([O-])=O.[Na+].[CH3:27][C:28](=[O:33])[CH2:29][C:30](=[O:32])[CH3:31].C([O-])(=O)C.[K+].C([O-])([O-])=O.[Na+].[Na+]. The catalyst is C(O)C. The product is [N:1]1([C:7]2[CH:13]=[CH:12][C:10]([NH:11][N:23]=[C:29]([C:28](=[O:33])[CH3:27])[C:30](=[O:32])[CH3:31])=[CH:9][CH:8]=2)[CH2:2][CH2:3][O:4][CH2:5][CH2:6]1. The yield is 0.820.